Dataset: Catalyst prediction with 721,799 reactions and 888 catalyst types from USPTO. Task: Predict which catalyst facilitates the given reaction. (1) The catalyst class is: 1. Reactant: [F:1][C:2]1[CH:3]=[C:4]2[C:8](=[CH:9][C:10]=1[F:11])[NH:7][C:6](=O)[CH2:5]2.B.CO.Cl. Product: [F:1][C:2]1[CH:3]=[C:4]2[C:8](=[CH:9][C:10]=1[F:11])[NH:7][CH2:6][CH2:5]2. (2) Reactant: [OH:1][CH2:2][C:3]([CH3:19])([CH3:18])[CH2:4][CH2:5][CH2:6][CH2:7][NH:8][CH2:9][CH2:10][CH2:11][CH2:12][C:13]([CH3:17])([CH3:16])[CH2:14][OH:15].P([O-])([O-])(O)=O.[Na+].[Na+].[C:27]([O:35][O:35][C:27](=[O:34])[C:28]1[CH:33]=[CH:32][CH:31]=[CH:30][CH:29]=1)(=[O:34])[C:28]1[CH:33]=[CH:32][CH:31]=[CH:30][CH:29]=1. The catalyst class is: 282. Product: [C:27]([O:35][N:8]([CH2:7][CH2:6][CH2:5][CH2:4][C:3]([CH3:19])([CH3:18])[CH2:2][OH:1])[CH2:9][CH2:10][CH2:11][CH2:12][C:13]([CH3:17])([CH3:16])[CH2:14][OH:15])(=[O:34])[C:28]1[CH:33]=[CH:32][CH:31]=[CH:30][CH:29]=1. (3) Reactant: [N:1]1[N:2]=[C:3]([C:12]2([C:17]3[S:18][CH:19]=[CH:20][CH:21]=3)[CH2:15][CH:14]([OH:16])[CH2:13]2)[N:4]2[CH2:11][CH2:10][CH2:9][CH2:8][CH2:7][CH2:6][C:5]=12.C[N+]1([O-])CCOCC1. Product: [N:1]1[N:2]=[C:3]([C:12]2([C:17]3[S:18][CH:19]=[CH:20][CH:21]=3)[CH2:13][C:14](=[O:16])[CH2:15]2)[N:4]2[CH2:11][CH2:10][CH2:9][CH2:8][CH2:7][CH2:6][C:5]=12. The catalyst class is: 2. (4) Reactant: [CH2:1]([O:3][C:4](=[O:18])/[C:5](/[OH:17])=[CH:6]/[C:7]1[C:12]([N+:13]([O-:15])=[O:14])=[CH:11][N:10]=[C:9](Cl)[CH:8]=1)[CH3:2].[CH:19]1([N:24]2[CH2:29][CH2:28][NH:27][CH2:26][CH2:25]2)[CH2:23][CH2:22][CH2:21][CH2:20]1. Product: [CH2:1]([O:3][C:4](=[O:18])/[C:5](/[OH:17])=[CH:6]/[C:7]1[C:12]([N+:13]([O-:15])=[O:14])=[CH:11][N:10]=[C:9]([N:27]2[CH2:28][CH2:29][N:24]([CH:19]3[CH2:23][CH2:22][CH2:21][CH2:20]3)[CH2:25][CH2:26]2)[CH:8]=1)[CH3:2]. The catalyst class is: 634.